From a dataset of Catalyst prediction with 721,799 reactions and 888 catalyst types from USPTO. Predict which catalyst facilitates the given reaction. (1) Reactant: [Cu][C:2]#[N:3].Br[C:5]1[CH:13]=[CH:12][C:8]([C:9]([OH:11])=[O:10])=[CH:7][C:6]=1[S:14]([N:17]1[C:25]2[C:20](=[CH:21][CH:22]=[CH:23][CH:24]=2)[CH2:19][CH2:18]1)(=[O:16])=[O:15].CCOC(C)=O.O. Product: [C:2]([C:5]1[CH:13]=[CH:12][C:8]([C:9]([OH:11])=[O:10])=[CH:7][C:6]=1[S:14]([N:17]1[C:25]2[C:20](=[CH:21][CH:22]=[CH:23][CH:24]=2)[CH2:19][CH2:18]1)(=[O:16])=[O:15])#[N:3]. The catalyst class is: 37. (2) Reactant: [CH3:1][O:2][C:3]([C@@H:5]([NH:10][C:11]([O:13][CH2:14][C:15]1[CH:20]=[CH:19][CH:18]=[CH:17][CH:16]=1)=[O:12])[CH2:6][C:7](O)=[O:8])=[O:4].CN(C=O)C.C(Cl)(=O)C([Cl:29])=O. Product: [CH2:14]([O:13][C:11]([NH:10][C@@H:5]([CH2:6][C:7]([Cl:29])=[O:8])[C:3]([O:2][CH3:1])=[O:4])=[O:12])[C:15]1[CH:20]=[CH:19][CH:18]=[CH:17][CH:16]=1. The catalyst class is: 1. (3) Reactant: C[O:2][C:3](=[O:34])[CH2:4][C:5]1[C:14]([CH3:15])=[C:13]([CH:16]2[CH2:21][CH2:20][N:19]([S:22]([C:25]3[C:30]([Cl:31])=[CH:29][CH:28]=[CH:27][C:26]=3[Cl:32])(=[O:24])=[O:23])[CH2:18][CH2:17]2)[C:12]2[C:7](=[CH:8][CH:9]=[C:10]([F:33])[CH:11]=2)[CH:6]=1.O.[OH-].[Li+].Cl. Product: [Cl:32][C:26]1[CH:27]=[CH:28][CH:29]=[C:30]([Cl:31])[C:25]=1[S:22]([N:19]1[CH2:20][CH2:21][CH:16]([C:13]2[C:12]3[C:7](=[CH:8][CH:9]=[C:10]([F:33])[CH:11]=3)[CH:6]=[C:5]([CH2:4][C:3]([OH:34])=[O:2])[C:14]=2[CH3:15])[CH2:17][CH2:18]1)(=[O:24])=[O:23]. The catalyst class is: 20.